This data is from Full USPTO retrosynthesis dataset with 1.9M reactions from patents (1976-2016). The task is: Predict the reactants needed to synthesize the given product. (1) The reactants are: [CH2:1]([O:3][C:4](=[O:18])[CH2:5][C:6]1[N:14]2[C:9]([CH:10]=[C:11]([C:15]#[N:16])[CH:12]=[CH:13]2)=[CH:8][C:7]=1[CH3:17])[CH3:2].[F:19][C:20]1[CH:21]=[C:22]2[C:27](=[CH:28][CH:29]=1)[N:26]=[C:25]([CH:30]=O)[CH:24]=[CH:23]2. Given the product [CH2:1]([O:3][C:4](=[O:18])[CH2:5][C:6]1[N:14]2[C:9]([CH:10]=[C:11]([C:15]#[N:16])[CH:12]=[CH:13]2)=[C:8]([CH2:30][C:25]2[CH:24]=[CH:23][C:22]3[C:27](=[CH:28][CH:29]=[C:20]([F:19])[CH:21]=3)[N:26]=2)[C:7]=1[CH3:17])[CH3:2], predict the reactants needed to synthesize it. (2) Given the product [F:30][C:27]1[CH:26]=[CH:25][C:24]([C:15]2[N:16]=[C:17]3[C:22]([CH3:23])=[N:21][CH:20]=[CH:19][N:18]3[C:14]=2[C:12]2[CH:11]=[CH:10][N:9]=[C:8]([NH:7][CH2:6][C:5]([CH3:32])([CH3:31])[C:4]([OH:33])=[O:3])[N:13]=2)=[CH:29][CH:28]=1, predict the reactants needed to synthesize it. The reactants are: C([O:3][C:4](=[O:33])[C:5]([CH3:32])([CH3:31])[CH2:6][NH:7][C:8]1[N:13]=[C:12]([C:14]2[N:18]3[CH:19]=[CH:20][N:21]=[C:22]([CH3:23])[C:17]3=[N:16][C:15]=2[C:24]2[CH:29]=[CH:28][C:27]([F:30])=[CH:26][CH:25]=2)[CH:11]=[CH:10][N:9]=1)C.[OH-].[Na+].Cl. (3) Given the product [Cl:1][C:2]1[CH:3]=[CH:4][C:5]2[N:11]3[C:12]([C:15]([F:18])([F:17])[F:16])=[N:13][N:14]=[C:10]3[C@@H:9]([CH2:19][C:20]([OH:22])=[O:21])[S:8][C@H:7]([C:24]3[CH:29]=[CH:28][CH:27]=[C:26]([O:30][CH3:31])[C:25]=3[O:32][CH3:33])[C:6]=2[CH:34]=1, predict the reactants needed to synthesize it. The reactants are: [Cl:1][C:2]1[CH:3]=[CH:4][C:5]2[N:11]3[C:12]([C:15]([F:18])([F:17])[F:16])=[N:13][N:14]=[C:10]3[C@@H:9]([CH2:19][C:20]([O:22]C)=[O:21])[S:8][C@H:7]([C:24]3[CH:29]=[CH:28][CH:27]=[C:26]([O:30][CH3:31])[C:25]=3[O:32][CH3:33])[C:6]=2[CH:34]=1.O.Cl.C(OCC)(=O)C.